This data is from Catalyst prediction with 721,799 reactions and 888 catalyst types from USPTO. The task is: Predict which catalyst facilitates the given reaction. (1) Reactant: [C:1]([C:3]1[CH:4]=[CH:5][C:6]([O:34][CH3:35])=[C:7]([C:9]2[N:13](CCOC[Si](C)(C)C)[N:12]=[CH:11][C:10]=2[NH:22][C:23]([C:25]2[CH:26]=[N:27][N:28]3[CH:33]=[CH:32][CH:31]=[N:30][C:29]=23)=[O:24])[CH:8]=1)#[N:2].Cl. Product: [C:1]([C:3]1[CH:4]=[CH:5][C:6]([O:34][CH3:35])=[C:7]([C:9]2[NH:13][N:12]=[CH:11][C:10]=2[NH:22][C:23]([C:25]2[CH:26]=[N:27][N:28]3[CH:33]=[CH:32][CH:31]=[N:30][C:29]=23)=[O:24])[CH:8]=1)#[N:2]. The catalyst class is: 40. (2) Reactant: [C:1]([C:3]1[CH:4]=[CH:5][C:6]([C:28]2([CH3:33])[O:32][CH2:31][CH2:30][O:29]2)=[C:7]([NH:9][C:10]2[CH:27]=[CH:26][C:13]([O:14][CH2:15][CH2:16][O:17][CH2:18][CH2:19][CH2:20][C:21]([O:23][CH2:24][CH3:25])=[O:22])=[CH:12][CH:11]=2)[CH:8]=1)#[N:2].O.OO.C(=O)([O-])[O-:38].[K+].[K+].O.C(O)(=O)CC(CC(O)=O)(C(O)=O)O. Product: [C:1]([C:3]1[CH:4]=[CH:5][C:6]([C:28]2([CH3:33])[O:29][CH2:30][CH2:31][O:32]2)=[C:7]([NH:9][C:10]2[CH:27]=[CH:26][C:13]([O:14][CH2:15][CH2:16][O:17][CH2:18][CH2:19][CH2:20][C:21]([O:23][CH2:24][CH3:25])=[O:22])=[CH:12][CH:11]=2)[CH:8]=1)(=[O:38])[NH2:2]. The catalyst class is: 16. (3) Reactant: [CH2:1]([O:3][C:4]([C:6]1([CH2:12][C:13]2[CH:18]=[CH:17][CH:16]=[CH:15][CH:14]=2)[CH2:11][CH2:10][NH:9][CH2:8][CH2:7]1)=[O:5])[CH3:2].[CH2:19](OC(=O)NCCBr)[C:20]1[CH:25]=[CH:24][CH:23]=[CH:22][CH:21]=1.CCN(C(C)C)C(C)C.CCOCC. Product: [CH2:1]([O:3][C:4]([C:6]1([CH2:12][C:13]2[CH:14]=[CH:15][CH:16]=[CH:17][CH:18]=2)[CH2:7][CH2:8][N:9]([CH2:19][C:20]2[CH:25]=[CH:24][CH:23]=[CH:22][CH:21]=2)[CH2:10][CH2:11]1)=[O:5])[CH3:2]. The catalyst class is: 1. (4) Reactant: [C:1]([C:5]1[CH2:6][C:7](=[O:10])[NH:8][N:9]=1)([CH3:4])([CH3:3])[CH3:2].Br[CH2:12][C:13]1[CH:22]=[CH:21][C:16]([C:17]([O:19][CH3:20])=[O:18])=[CH:15][CH:14]=1.[C:23](=[O:26])([O-])[O-].[K+].[K+].CN(C)[CH:31]=[O:32]. Product: [C:1]([C:5]1[CH:6]=[C:7]([O:10][CH2:12][C:13]2[CH:22]=[CH:21][C:16]([C:17]([O:19][CH3:20])=[O:18])=[CH:15][CH:14]=2)[N:8]([CH2:12][C:13]2[CH:22]=[CH:21][C:16]([C:23]([O:32][CH3:31])=[O:26])=[CH:15][CH:14]=2)[N:9]=1)([CH3:4])([CH3:3])[CH3:2]. The catalyst class is: 6.